Dataset: Full USPTO retrosynthesis dataset with 1.9M reactions from patents (1976-2016). Task: Predict the reactants needed to synthesize the given product. (1) Given the product [C:86]([CH2:85][CH2:89][PH:70]([O:56][CH:28]([CH2:27][O:26][CH2:25][CH2:24][O:23][CH2:22][CH2:21][O:20][C:1]([C:14]1[CH:19]=[CH:18][CH:17]=[CH:16][CH:15]=1)([C:2]1[CH:3]=[CH:4][CH:5]=[CH:6][CH:7]=1)[C:8]1[CH:9]=[CH:10][CH:11]=[CH:12][CH:13]=1)[CH2:29][O:30][CH2:31][CH2:32][O:33][CH2:34][CH2:35][O:36][C:37]([C:50]1[CH:51]=[CH:52][CH:53]=[CH:54][CH:55]=1)([C:38]1[CH:39]=[CH:40][CH:41]=[CH:42][CH:43]=1)[C:44]1[CH:49]=[CH:48][CH:47]=[CH:46][CH:45]=1)([N:69]([CH:66]([CH3:67])[CH3:68])[CH:77]([CH3:78])[CH3:79])[OH:71])#[N:60], predict the reactants needed to synthesize it. The reactants are: [C:1]([O:20][CH2:21][CH2:22][O:23][CH2:24][CH2:25][O:26][CH2:27][CH:28]([OH:56])[CH2:29][O:30][CH2:31][CH2:32][O:33][CH2:34][CH2:35][O:36][C:37]([C:50]1[CH:55]=[CH:54][CH:53]=[CH:52][CH:51]=1)([C:44]1[CH:49]=[CH:48][CH:47]=[CH:46][CH:45]=1)[C:38]1[CH:43]=[CH:42][CH:41]=[CH:40][CH:39]=1)([C:14]1[CH:19]=[CH:18][CH:17]=[CH:16][CH:15]=1)([C:8]1[CH:13]=[CH:12][CH:11]=[CH:10][CH:9]=1)[C:2]1[CH:7]=[CH:6][CH:5]=[CH:4][CH:3]=1.C([N:60](C(C)C)CC)(C)C.[CH:66]([N:69]([CH:77]([CH3:79])[CH3:78])[P:70](Cl)[O:71]CCC#N)([CH3:68])[CH3:67].C([O-])(O)=O.[Na+].[CH2:85]1[CH2:89]OC[CH2:86]1. (2) Given the product [NH2:1][CH:4]1[CH2:9][CH2:8][N:7]([C:10]([O:12][C:13]([CH3:15])([CH3:14])[CH3:16])=[O:11])[CH2:6][CH:5]1[OH:17], predict the reactants needed to synthesize it. The reactants are: [N:1]([CH:4]1[CH2:9][CH2:8][N:7]([C:10]([O:12][C:13]([CH3:16])([CH3:15])[CH3:14])=[O:11])[CH2:6][CH:5]1[OH:17])=[N+]=[N-]. (3) The reactants are: [F:1][C:2]1[CH:3]=[C:4]([N+:23]([O-])=O)[C:5]([N:8]([CH2:11][C:12]2[CH:22]=[CH:21][C:15]3[N:16]=[C:17]([S:19][CH3:20])[S:18][C:14]=3[CH:13]=2)[CH:9]=O)=[N:6][CH:7]=1. Given the product [F:1][C:2]1[CH:3]=[C:4]2[N:23]=[CH:9][N:8]([CH2:11][C:12]3[CH:22]=[CH:21][C:15]4[N:16]=[C:17]([S:19][CH3:20])[S:18][C:14]=4[CH:13]=3)[C:5]2=[N:6][CH:7]=1, predict the reactants needed to synthesize it. (4) Given the product [CH:30]([C:33]1[CH:38]=[CH:37][CH:36]=[C:35]([CH:39]([CH2:40][CH:41]=[CH:10][C:7]2[CH:6]=[CH:5][C:4]([O:3][CH3:2])=[CH:9][CH:8]=2)[CH3:43])[CH:34]=1)([CH3:32])[CH3:31], predict the reactants needed to synthesize it. The reactants are: [Br-].[CH3:2][O:3][C:4]1[CH:9]=[CH:8][C:7]([CH2:10][P+](C2C=CC=CC=2)(C2C=CC=CC=2)C2C=CC=CC=2)=[CH:6][CH:5]=1.[CH:30]([C:33]1[CH:34]=[C:35]([CH:39]([CH3:43])[CH2:40][CH:41]=O)[CH:36]=[CH:37][CH:38]=1)([CH3:32])[CH3:31].CC(O)=O. (5) Given the product [F:2][C:3]1[CH:4]=[C:5]([C:10]2[S:18][C:17]3[C:16](=[O:19])[N:15]([CH:20]4[CH2:21][CH2:22][N:23]([C:54]([C:53]5[CH:57]=[CH:58][C:50]([C:44]6[C:45]7[CH:46]=[C:47]([O:48][CH3:49])[C:38]([O:37][CH2:35][CH3:36])=[CH:39][C:40]=7[C@H:41]7[CH2:62][S:61][CH2:60][CH2:59][C@H:42]7[N:43]=6)=[CH:51][CH:52]=5)=[O:55])[CH2:24][CH2:25]4)[C:14](=[O:26])[N:13]([CH2:27][C:28]4[O:32][N:31]=[C:30]([CH2:33][CH3:34])[N:29]=4)[C:12]=3[CH:11]=2)[CH:6]=[CH:7][C:8]=1[F:9], predict the reactants needed to synthesize it. The reactants are: Cl.[F:2][C:3]1[CH:4]=[C:5]([C:10]2[S:18][C:17]3[C:16](=[O:19])[N:15]([CH:20]4[CH2:25][CH2:24][NH:23][CH2:22][CH2:21]4)[C:14](=[O:26])[N:13]([CH2:27][C:28]4[O:32][N:31]=[C:30]([CH2:33][CH3:34])[N:29]=4)[C:12]=3[CH:11]=2)[CH:6]=[CH:7][C:8]=1[F:9].[CH2:35]([O:37][C:38]1[C:47]([O:48][CH3:49])=[CH:46][C:45]2[C:44]([C:50]3[CH:58]=[CH:57][C:53]([C:54](O)=[O:55])=[CH:52][CH:51]=3)=[N:43][C@@H:42]3[CH2:59][CH2:60][S:61][CH2:62][C@@H:41]3[C:40]=2[CH:39]=1)[CH3:36].C1C=CC2N(O)N=NC=2C=1.CCN=C=NCCCN(C)C. (6) The reactants are: [Cl:1][C:2]1[CH:3]=[C:4]([C:9]2[O:13][C:12]([C:14]([OH:16])=O)=[CH:11][CH:10]=2)[CH:5]=[C:6]([Cl:8])[CH:7]=1.[NH2:17][C:18]1[CH:19]=[C:20]([CH2:24][C:25]#[N:26])[CH:21]=[CH:22][CH:23]=1. Given the product [C:25]([CH2:24][C:20]1[CH:19]=[C:18]([NH:17][C:14]([C:12]2[O:13][C:9]([C:4]3[CH:5]=[C:6]([Cl:8])[CH:7]=[C:2]([Cl:1])[CH:3]=3)=[CH:10][CH:11]=2)=[O:16])[CH:23]=[CH:22][CH:21]=1)#[N:26], predict the reactants needed to synthesize it. (7) Given the product [Cl:16][C:13]1[N:9]2[N:10]=[C:11]([CH3:12])[C:6]([CH2:5][C:4]([OH:24])=[O:3])=[C:7]([C:17]3[CH:18]=[CH:19][C:20]([F:23])=[CH:21][CH:22]=3)[C:8]2=[CH:15][CH:14]=1, predict the reactants needed to synthesize it. The reactants are: C([O:3][C:4](=[O:24])[CH2:5][C:6]1[C:11]([CH3:12])=[N:10][N:9]2[C:13]([Cl:16])=[CH:14][CH:15]=[C:8]2[C:7]=1[C:17]1[CH:22]=[CH:21][C:20]([F:23])=[CH:19][CH:18]=1)C.[OH-].[Na+].CO.